From a dataset of Forward reaction prediction with 1.9M reactions from USPTO patents (1976-2016). Predict the product of the given reaction. (1) Given the reactants [C:1](N1C=CN=C1)(N1C=CN=C1)=[O:2].[Br:13][C:14]1[CH:19]=[CH:18][C:17]([NH2:20])=[C:16]([NH2:21])[CH:15]=1.CO.O, predict the reaction product. The product is: [Br:13][C:14]1[CH:19]=[CH:18][C:17]2[NH:20][C:1](=[O:2])[NH:21][C:16]=2[CH:15]=1. (2) Given the reactants [Cl:1]Cl.[OH:3][CH2:4][CH2:5][C:6]1[CH:11]=[CH:10][CH:9]=[CH:8][C:7]=1[NH:12][C:13](=[O:15])[CH3:14].[C:16]([OH:19])(=O)[CH3:17], predict the reaction product. The product is: [C:13]([NH:12][C:7]1[CH:8]=[CH:9][C:10]([Cl:1])=[CH:11][C:6]=1[CH2:5][CH2:4][O:3][C:16](=[O:19])[CH3:17])(=[O:15])[CH3:14]. (3) The product is: [S:22]1[CH:26]=[CH:25][N:24]=[C:23]1[NH:27][C:13](=[O:15])[CH:12]([N:8]1[C:9]2[C:5](=[CH:4][C:3]([O:2][CH3:1])=[CH:11][CH:10]=2)[C:6](=[O:21])[C:7]1=[O:20])[CH2:16][CH:17]([CH3:19])[CH3:18]. Given the reactants [CH3:1][O:2][C:3]1[CH:4]=[C:5]2[C:9](=[CH:10][CH:11]=1)[N:8]([CH:12]([CH2:16][CH:17]([CH3:19])[CH3:18])[C:13]([OH:15])=O)[C:7](=[O:20])[C:6]2=[O:21].[S:22]1[CH:26]=[CH:25][N:24]=[C:23]1[NH2:27].C(N(CC)C(C)C)(C)C.F[P-](F)(F)(F)(F)F.N1(O[P+](N(C)C)(N(C)C)N(C)C)C2C=CC=CC=2N=N1, predict the reaction product. (4) The product is: [Br:28][C:29]1[CH:36]=[CH:35][C:32]([CH2:33][O:1][C:2]2[CH:7]=[CH:6][CH:5]=[CH:4][C:3]=2[C:8]2[N:13]=[C:12]([N:14]3[C:18]([C:19]([F:22])([F:21])[F:20])=[C:17]([C:23]([O:25][CH2:26][CH3:27])=[O:24])[CH:16]=[N:15]3)[CH:11]=[CH:10][CH:9]=2)=[CH:31][CH:30]=1. Given the reactants [OH:1][C:2]1[CH:7]=[CH:6][CH:5]=[CH:4][C:3]=1[C:8]1[N:13]=[C:12]([N:14]2[C:18]([C:19]([F:22])([F:21])[F:20])=[C:17]([C:23]([O:25][CH2:26][CH3:27])=[O:24])[CH:16]=[N:15]2)[CH:11]=[CH:10][CH:9]=1.[Br:28][C:29]1[CH:36]=[CH:35][C:32]([CH2:33]Br)=[CH:31][CH:30]=1.C(=O)([O-])[O-].[Cs+].[Cs+].[NH4+].[Cl-], predict the reaction product. (5) The product is: [C:1]([O:5][C:6](=[O:17])[NH:7][C:8]1[CH:13]=[C:12]([CH3:14])[C:11]([Cl:15])=[CH:10][C:9]=1[NH:16][C:23](=[O:22])[CH2:24][C:25](=[O:38])[C:26]1[CH:31]=[CH:30][CH:29]=[C:28]([C:32]2[CH:37]=[CH:36][CH:35]=[CH:34][N:33]=2)[CH:27]=1)([CH3:4])([CH3:2])[CH3:3]. Given the reactants [C:1]([O:5][C:6](=[O:17])[NH:7][C:8]1[CH:13]=[C:12]([CH3:14])[C:11]([Cl:15])=[CH:10][C:9]=1[NH2:16])([CH3:4])([CH3:3])[CH3:2].C([O:22][C:23](=O)[CH2:24][C:25](=[O:38])[C:26]1[CH:31]=[CH:30][CH:29]=[C:28]([C:32]2[CH:37]=[CH:36][CH:35]=[CH:34][N:33]=2)[CH:27]=1)(C)(C)C, predict the reaction product.